This data is from Forward reaction prediction with 1.9M reactions from USPTO patents (1976-2016). The task is: Predict the product of the given reaction. (1) Given the reactants [CH3:1][N:2]1[CH2:7][CH2:6][N:5]([CH2:8][C:9]2[CH:14]=[CH:13][CH:12]=[C:11]([N+:15]([O-])=O)[CH:10]=2)[CH2:4][CH2:3]1.[NH4+].[Cl-], predict the reaction product. The product is: [CH3:1][N:2]1[CH2:7][CH2:6][N:5]([CH2:8][C:9]2[CH:10]=[C:11]([NH2:15])[CH:12]=[CH:13][CH:14]=2)[CH2:4][CH2:3]1. (2) Given the reactants Cl[C:2]1[N:7]=[CH:6][C:5]([NH:8][CH:9]([CH3:11])[CH3:10])=[CH:4][CH:3]=1.[CH2:12]([O:14]C1N=CC(N)=CC=1)[CH3:13], predict the reaction product. The product is: [CH2:12]([O:14][C:2]1[N:7]=[CH:6][C:5]([NH:8][CH:9]([CH3:11])[CH3:10])=[CH:4][CH:3]=1)[CH3:13]. (3) Given the reactants [NH2:1][C:2]1[CH:6]=[C:5]([C:7]2[CH:12]=[CH:11][CH:10]=[CH:9][C:8]=2[CH3:13])[NH:4][N:3]=1.[OH-].[K+].[C:16](O[C:16]([O:18][C:19]([CH3:22])([CH3:21])[CH3:20])=[O:17])([O:18][C:19]([CH3:22])([CH3:21])[CH3:20])=[O:17], predict the reaction product. The product is: [C:19]([O:18][C:16]([N:4]1[C:5]([C:7]2[CH:12]=[CH:11][CH:10]=[CH:9][C:8]=2[CH3:13])=[CH:6][C:2]([NH2:1])=[N:3]1)=[O:17])([CH3:22])([CH3:21])[CH3:20]. (4) Given the reactants [N+](C1C=CC(COC([N:12]2[C@H:16]([C:17]([N:19]([CH3:21])[CH3:20])=[O:18])[CH2:15][C@H:14]([S:22][C:23]3[C@H:29]([CH3:30])[C@H:28]4[N:25]([C:26](=[O:34])[C@@H:27]4[C@H:31]([OH:33])[CH3:32])[C:24]=3[C:35]([O:37]CC3C=CC([N+]([O-])=O)=CC=3)=[O:36])[CH2:13]2)=O)=CC=1)([O-])=O.C(O)CCC.[H][H], predict the reaction product. The product is: [CH3:21][N:19]([CH3:20])[C:17]([C@H:16]1[NH:12][CH2:13][C@@H:14]([S:22][C:23]2[C@H:29]([CH3:30])[C@H:28]3[N:25]([C:26](=[O:34])[C@@H:27]3[C@H:31]([OH:33])[CH3:32])[C:24]=2[C:35]([OH:37])=[O:36])[CH2:15]1)=[O:18]. (5) Given the reactants CC1C=CC(S(O[CH2:12][CH2:13][C:14]([OH:22])([C:16]2[CH:21]=[CH:20][CH:19]=[CH:18][CH:17]=2)[CH3:15])(=O)=O)=CC=1.C1CCN2C(=NCCC2)CC1.[CH3:34][C:35]1[CH:36]=[C:37]([N:41]=[C:42]=[O:43])[CH:38]=[CH:39][CH:40]=1, predict the reaction product. The product is: [CH3:15][C:14]1([C:16]2[CH:17]=[CH:18][CH:19]=[CH:20][CH:21]=2)[O:22][C:42](=[O:43])[N:41]([C:37]2[CH:36]=[C:35]([CH3:34])[CH:40]=[CH:39][CH:38]=2)[CH2:12][CH2:13]1. (6) Given the reactants Cl[C:2]([O:4][CH2:5][C:6]1[CH:11]=[CH:10][CH:9]=[CH:8][CH:7]=1)=[O:3].C([N:19]1[CH2:23][CH:22]2[CH2:24][S:25][CH2:26][CH:21]2[CH2:20]1)C1C=CC=CC=1, predict the reaction product. The product is: [CH2:5]([O:4][C:2]([N:19]1[CH2:23][CH:22]2[CH2:24][S:25][CH2:26][CH:21]2[CH2:20]1)=[O:3])[C:6]1[CH:11]=[CH:10][CH:9]=[CH:8][CH:7]=1. (7) Given the reactants [NH2:1][C:2](=[O:37])[C:3]([NH:6][C:7](=[O:36])[CH2:8][CH2:9][CH2:10][C:11]1[CH:16]=[CH:15][C:14]([CH2:17][C:18]2[CH:23]=[C:22]([C@H:24]3[C@H:29]([OH:30])[C@@H:28]([OH:31])[C@H:27]([OH:32])[C@@H:26]([S:33][CH3:34])[O:25]3)[CH:21]=[CH:20][C:19]=2[CH3:35])=[CH:13][CH:12]=1)([CH3:5])[CH3:4].Cl.N[C:40](C)(C)[C:41]([N:43]1[CH2:48]CN(C)[CH2:45][CH2:44]1)=O, predict the reaction product. The product is: [CH3:4][C:3]([NH:6][C:7](=[O:36])[CH2:8][CH2:9][CH2:10][C:11]1[CH:12]=[CH:13][C:14]([CH2:17][C:18]2[CH:23]=[C:22]([C@H:24]3[C@H:29]([OH:30])[C@@H:28]([OH:31])[C@H:27]([OH:32])[C@@H:26]([S:33][CH3:34])[O:25]3)[CH:21]=[CH:20][C:19]=2[CH3:35])=[CH:15][CH:16]=1)([CH3:5])[C:2]([N:1]1[CH2:45][CH2:44][N:43]([CH3:48])[CH2:41][CH2:40]1)=[O:37].